Dataset: Full USPTO retrosynthesis dataset with 1.9M reactions from patents (1976-2016). Task: Predict the reactants needed to synthesize the given product. Given the product [F:18][C:19]1[CH:24]=[C:23]([S:25][C:26]([F:29])([F:28])[F:27])[CH:22]=[CH:21][C:20]=1[N:30]([CH3:34])[C:31]([NH:6][CH2:5][C:4]1[CH:7]=[CH:8][CH:9]=[CH:10][C:3]=1[O:2][CH3:1])=[O:32], predict the reactants needed to synthesize it. The reactants are: [CH3:1][O:2][C:3]1[CH:10]=[CH:9][CH:8]=[CH:7][C:4]=1[CH2:5][NH2:6].C(N(CC)CC)C.[F:18][C:19]1[CH:24]=[C:23]([S:25][C:26]([F:29])([F:28])[F:27])[CH:22]=[CH:21][C:20]=1[N:30]([CH3:34])[C:31](Cl)=[O:32].